The task is: Predict the product of the given reaction.. This data is from Forward reaction prediction with 1.9M reactions from USPTO patents (1976-2016). (1) Given the reactants [F:1][C:2]([F:7])([F:6])[C:3]([NH2:5])=[O:4].CC(C)([O-])C.[Na+].BrN1C(C)(C)C(=O)N(Br)C1=O.[CH2:25]([S:27][CH2:28][C:29]1[CH:34]=[CH:33][N:32]=[C:31]([NH:35][C:36]2[CH:41]=[C:40]([C:42]3[CH:47]=[CH:46][C:45]([F:48])=[CH:44][C:43]=3[O:49][CH3:50])[N:39]=[CH:38][N:37]=2)[CH:30]=1)[CH3:26].S([O-])([O-])=O.[Na+].[Na+], predict the reaction product. The product is: [CH2:25]([S:27]([CH2:28][C:29]1[CH:34]=[CH:33][N:32]=[C:31]([NH:35][C:36]2[CH:41]=[C:40]([C:42]3[CH:47]=[CH:46][C:45]([F:48])=[CH:44][C:43]=3[O:49][CH3:50])[N:39]=[CH:38][N:37]=2)[CH:30]=1)=[N:5][C:3](=[O:4])[C:2]([F:7])([F:6])[F:1])[CH3:26]. (2) The product is: [CH3:17][C:7]1[CH:12]=[CH:11][C:10]([S:13]([O:6][CH2:5][CH2:4][CH2:3][O:2][CH3:1])(=[O:15])=[O:14])=[CH:9][CH:8]=1. Given the reactants [CH3:1][O:2][CH2:3][CH2:4][CH2:5][OH:6].[C:7]1([CH3:17])[CH:12]=[CH:11][C:10]([S:13](Cl)(=[O:15])=[O:14])=[CH:9][CH:8]=1, predict the reaction product. (3) Given the reactants [CH3:1][O:2][C:3]1[CH:4]=[C:5]([C:15]2[O:16][C:17]3[CH:23]=[CH:22][CH:21]=[CH:20][C:18]=3[N:19]=2)[CH:6]=[CH:7][C:8]=1[CH2:9][N:10]1[CH2:14][CH2:13][CH2:12][CH2:11]1.Br[CH2:25]C1C=CC(C2OC3C=CC=CC=3N=2)=CC=1OC.N1CCCCC1.C(N(CC)CC)C, predict the reaction product. The product is: [CH3:1][O:2][C:3]1[CH:4]=[C:5]([C:15]2[O:16][C:17]3[CH:23]=[CH:22][CH:21]=[CH:20][C:18]=3[N:19]=2)[CH:6]=[CH:7][C:8]=1[CH2:9][N:10]1[CH2:11][CH2:12][CH2:13][CH2:14][CH2:25]1. (4) Given the reactants [F:1][C:2]1[CH:3]=[C:4]([C:9]2[O:10][C:11]3[C:17]([CH:18]=[CH2:19])=[CH:16][C:15]([OH:20])=[CH:14][C:12]=3[N:13]=2)[CH:5]=[CH:6][C:7]=1[OH:8].C(N(CC)C(C)C)(C)C.[P:30](Cl)([O:35][CH2:36][CH3:37])([O:32][CH2:33][CH3:34])=[O:31], predict the reaction product. The product is: [P:30]([O:8][C:7]1[CH:6]=[CH:5][C:4]([C:9]2[O:10][C:11]3[C:17]([CH:18]=[CH2:19])=[CH:16][C:15]([OH:20])=[CH:14][C:12]=3[N:13]=2)=[CH:3][C:2]=1[F:1])([O:35][CH2:36][CH3:37])([O:32][CH2:33][CH3:34])=[O:31].